Dataset: Full USPTO retrosynthesis dataset with 1.9M reactions from patents (1976-2016). Task: Predict the reactants needed to synthesize the given product. Given the product [Cl:12][C:8]1[CH:7]=[C:6]2[C:11]([CH:2]=[C:3]([NH:30][C:20]34[CH2:27][CH:26]5[CH2:25][CH:24]([CH2:23][CH:22]([CH2:28]5)[CH2:21]3)[CH2:29]4)[C:4]([CH2:38][CH2:37][CH2:36][NH2:35])=[N:5]2)=[CH:10][CH:9]=1, predict the reactants needed to synthesize it. The reactants are: Cl[C:2]1[C:11]2[C:6](=[CH:7][C:8]([Cl:12])=[CH:9][CH:10]=2)[N:5]=[CH:4][CH:3]=1.C1(O)C=CC=CC=1.[C:20]12([NH:30]CCCN)[CH2:29][CH:24]3[CH2:25][CH:26]([CH2:28][CH:22]([CH2:23]3)[CH2:21]1)[CH2:27]2.[NH2:35][C:36]12CC3CC(C[CH:38](C3)[CH2:37]1)C2.ClC1C=C2C(C(NC34CC5CC(CC(C5)C3)C4)=CC=N2)=CC=1.[OH-].[K+].